From a dataset of Reaction yield outcomes from USPTO patents with 853,638 reactions. Predict the reaction yield, written as a fraction of the theoretical maximum amount of product (1.0 means a 100% yield; for example, 0.34 means a 34% yield). (1) The reactants are [C:1]([O:5][C@@H:6]([C:12]1[C:38]([CH3:39])=[N:37][C:36]2=[CH:40][C:33]3=[N:34][N:35]2[C:13]=1[N:14]1[CH2:43][CH2:42][C:17]([CH3:44])([O:18][CH2:19][CH2:20][CH2:21][CH2:22][CH2:23][C:24]2[CH:25]=[C:26]([F:41])[CH:27]=[CH:28][C:29]=2[CH2:30][O:31][CH2:32]3)[CH2:16][CH2:15]1)[C:7]([O:9]CC)=[O:8])([CH3:4])([CH3:3])[CH3:2].[OH-].[Na+]. The catalyst is CCO. The product is [C:1]([O:5][C@@H:6]([C:12]1[C:38]([CH3:39])=[N:37][C:36]2=[CH:40][C:33]3=[N:34][N:35]2[C:13]=1[N:14]1[CH2:15][CH2:16][C:17]([CH3:44])([O:18][CH2:19][CH2:20][CH2:21][CH2:22][CH2:23][C:24]2[CH:25]=[C:26]([F:41])[CH:27]=[CH:28][C:29]=2[CH2:30][O:31][CH2:32]3)[CH2:42][CH2:43]1)[C:7]([OH:9])=[O:8])([CH3:4])([CH3:2])[CH3:3]. The yield is 0.678. (2) The product is [F:11][C:3]1[CH:4]=[C:5]([N+:8]([O-:10])=[O:9])[CH:6]=[CH:7][C:2]=1[N:15]1[CH2:16][CH:13]([OH:12])[CH2:14]1. The catalyst is C1COCC1. The yield is 0.750. The reactants are F[C:2]1[CH:7]=[CH:6][C:5]([N+:8]([O-:10])=[O:9])=[CH:4][C:3]=1[F:11].[OH:12][CH:13]1[CH2:16][NH:15][CH2:14]1.Cl. (3) The reactants are Br[C:2]1[CH:3]=[C:4]2[C:9](=[CH:10][CH:11]=1)[N:8]=[C:7]([OH:12])[N:6]=[C:5]2[OH:13].C(=O)([O-])[O-].[K+].[K+].[F:20][C:21]1[CH:26]=[CH:25][C:24](B(O)O)=[CH:23][CH:22]=1. The catalyst is COCCOC.[Pd].C1(P(C2C=CC=CC=2)C2C=CC=CC=2)C=CC=CC=1.C1(P(C2C=CC=CC=2)C2C=CC=CC=2)C=CC=CC=1.C1(P(C2C=CC=CC=2)C2C=CC=CC=2)C=CC=CC=1.C1(P(C2C=CC=CC=2)C2C=CC=CC=2)C=CC=CC=1. The product is [F:20][C:21]1[CH:26]=[CH:25][C:24]([C:2]2[CH:3]=[C:4]3[C:9](=[CH:10][CH:11]=2)[N:8]=[C:7]([OH:12])[N:6]=[C:5]3[OH:13])=[CH:23][CH:22]=1. The yield is 0.660. (4) The reactants are [N:1]([CH2:4][CH2:5][O:6][C@@H:7]([C:21]1[CH:26]=[CH:25][CH:24]=[C:23]([Cl:27])[CH:22]=1)[C@@H:8]1[CH2:13][CH2:12][CH2:11][N:10]([C:14]([O:16][C:17]([CH3:20])([CH3:19])[CH3:18])=[O:15])[CH2:9]1)=[N+]=[N-].C1(P(C2C=CC=CC=2)C2C=CC=CC=2)C=CC=CC=1. The yield is 0.750. The product is [NH2:1][CH2:4][CH2:5][O:6][C@@H:7]([C:21]1[CH:26]=[CH:25][CH:24]=[C:23]([Cl:27])[CH:22]=1)[C@@H:8]1[CH2:13][CH2:12][CH2:11][N:10]([C:14]([O:16][C:17]([CH3:20])([CH3:18])[CH3:19])=[O:15])[CH2:9]1. The catalyst is C1COCC1.O. (5) The reactants are O1[C:5]2([CH2:10][CH2:9][CH:8]([N:11]3[C:16](=[O:17])[C:15]([CH2:18][C:19]4[CH:24]=[CH:23][C:22]([C:25]5[C:26]([C:31]#[N:32])=[CH:27][CH:28]=[CH:29][CH:30]=5)=[CH:21][CH:20]=4)=[C:14]([CH2:33][CH2:34][CH3:35])[N:13]4[N:36]=[CH:37][N:38]=[C:12]34)[CH2:7][CH2:6]2)[O:4]CC1.Cl.O1CCCC1. The catalyst is C(OCC)(=O)C. The product is [O:17]=[C:16]1[C:15]([CH2:18][C:19]2[CH:20]=[CH:21][C:22]([C:25]3[C:26]([C:31]#[N:32])=[CH:27][CH:28]=[CH:29][CH:30]=3)=[CH:23][CH:24]=2)=[C:14]([CH2:33][CH2:34][CH3:35])[N:13]2[N:36]=[CH:37][N:38]=[C:12]2[N:11]1[CH:8]1[CH2:7][CH2:6][C:5](=[O:4])[CH2:10][CH2:9]1. The yield is 0.770. (6) The reactants are [Cl:1][C:2]1[CH:8]=[CH:7][C:6]([CH3:9])=[CH:5][C:3]=1[NH2:4].[O-:10][C:11]#[N:12].[K+]. The catalyst is C(O)(=O)C.O. The product is [Cl:1][C:2]1[CH:8]=[CH:7][C:6]([CH3:9])=[CH:5][C:3]=1[NH:4][C:11]([NH2:12])=[O:10]. The yield is 0.970. (7) The reactants are [CH3:1][N:2]1[C:6]([C@@:7]2([OH:14])[CH2:12][CH2:11][CH2:10][CH2:9][C@@H:8]2O)=[CH:5][CH:4]=[N:3]1.C(OC)(OC)(OC)C.C1(C)C=CC(S(O)(=O)=O)=CC=1.[Br-].[Li+].C(Br)(=O)C.C(=O)([O-])[O-].[K+].[K+]. The catalyst is CO.C(#N)C.ClCCl. The product is [CH3:1][N:2]1[C:6]([C@:7]23[O:14][C@H:8]2[CH2:9][CH2:10][CH2:11][CH2:12]3)=[CH:5][CH:4]=[N:3]1. The yield is 0.470.